This data is from NCI-60 drug combinations with 297,098 pairs across 59 cell lines. The task is: Regression. Given two drug SMILES strings and cell line genomic features, predict the synergy score measuring deviation from expected non-interaction effect. (1) Drug 1: C1=CC(=CC=C1CC(C(=O)O)N)N(CCCl)CCCl.Cl. Drug 2: C1=CC=C(C=C1)NC(=O)CCCCCCC(=O)NO. Cell line: MCF7. Synergy scores: CSS=25.7, Synergy_ZIP=-4.73, Synergy_Bliss=7.37, Synergy_Loewe=5.39, Synergy_HSA=9.03. (2) Drug 1: CC1C(C(CC(O1)OC2CC(OC(C2O)C)OC3=CC4=CC5=C(C(=O)C(C(C5)C(C(=O)C(C(C)O)O)OC)OC6CC(C(C(O6)C)O)OC7CC(C(C(O7)C)O)OC8CC(C(C(O8)C)O)(C)O)C(=C4C(=C3C)O)O)O)O. Drug 2: C1CN(P(=O)(OC1)NCCCl)CCCl. Cell line: OVCAR-5. Synergy scores: CSS=10.1, Synergy_ZIP=-0.515, Synergy_Bliss=0.249, Synergy_Loewe=-53.4, Synergy_HSA=0.946. (3) Drug 1: C1CC(C1)(C(=O)O)C(=O)O.[NH2-].[NH2-].[Pt+2]. Drug 2: CC1=C(C=C(C=C1)NC(=O)C2=CC=C(C=C2)CN3CCN(CC3)C)NC4=NC=CC(=N4)C5=CN=CC=C5. Cell line: PC-3. Synergy scores: CSS=1.00, Synergy_ZIP=0.396, Synergy_Bliss=3.00, Synergy_Loewe=-0.220, Synergy_HSA=1.07. (4) Drug 1: C1=NNC2=C1C(=O)NC=N2. Drug 2: C(CCl)NC(=O)N(CCCl)N=O. Cell line: SK-MEL-5. Synergy scores: CSS=2.55, Synergy_ZIP=-1.91, Synergy_Bliss=-2.87, Synergy_Loewe=-10.6, Synergy_HSA=-3.53. (5) Drug 1: C1CCN(CC1)CCOC2=CC=C(C=C2)C(=O)C3=C(SC4=C3C=CC(=C4)O)C5=CC=C(C=C5)O. Drug 2: C(=O)(N)NO. Cell line: NCI-H226. Synergy scores: CSS=1.47, Synergy_ZIP=0.280, Synergy_Bliss=1.20, Synergy_Loewe=-1.91, Synergy_HSA=-2.58. (6) Drug 1: CC1OCC2C(O1)C(C(C(O2)OC3C4COC(=O)C4C(C5=CC6=C(C=C35)OCO6)C7=CC(=C(C(=C7)OC)O)OC)O)O. Drug 2: CCN(CC)CCCC(C)NC1=C2C=C(C=CC2=NC3=C1C=CC(=C3)Cl)OC. Cell line: NCIH23. Synergy scores: CSS=52.0, Synergy_ZIP=-5.52, Synergy_Bliss=-5.74, Synergy_Loewe=-4.39, Synergy_HSA=-1.07. (7) Drug 1: C1=CC(=CC=C1CCCC(=O)O)N(CCCl)CCCl. Drug 2: CC1CCC2CC(C(=CC=CC=CC(CC(C(=O)C(C(C(=CC(C(=O)CC(OC(=O)C3CCCCN3C(=O)C(=O)C1(O2)O)C(C)CC4CCC(C(C4)OC)OCCO)C)C)O)OC)C)C)C)OC. Cell line: SW-620. Synergy scores: CSS=21.5, Synergy_ZIP=-13.3, Synergy_Bliss=-8.61, Synergy_Loewe=-6.06, Synergy_HSA=-5.15. (8) Drug 1: CCCCC(=O)OCC(=O)C1(CC(C2=C(C1)C(=C3C(=C2O)C(=O)C4=C(C3=O)C=CC=C4OC)O)OC5CC(C(C(O5)C)O)NC(=O)C(F)(F)F)O. Drug 2: CN1C2=C(C=C(C=C2)N(CCCl)CCCl)N=C1CCCC(=O)O.Cl. Cell line: SK-OV-3. Synergy scores: CSS=6.26, Synergy_ZIP=7.33, Synergy_Bliss=8.86, Synergy_Loewe=2.42, Synergy_HSA=8.18.